From a dataset of Forward reaction prediction with 1.9M reactions from USPTO patents (1976-2016). Predict the product of the given reaction. (1) Given the reactants [OH-].[Na+].[F:3][C:4]([F:40])([F:39])[C:5]1[CH:6]=[C:7]([CH:32]=[C:33]([C:35]([F:38])([F:37])[F:36])[CH:34]=1)[CH2:8][N:9]([CH2:15][C:16]1[C:17]([N:23]([CH2:28][CH:29]2[CH2:31][CH2:30]2)[CH2:24][CH:25]2[CH2:27][CH2:26]2)=[N:18][C:19]([F:22])=[CH:20][CH:21]=1)C1NN=NN=1.S(OC)(OC)(=O)=O, predict the reaction product. The product is: [F:40][C:4]([F:3])([F:39])[C:5]1[CH:6]=[C:7]([CH:32]=[C:33]([C:35]([F:36])([F:37])[F:38])[CH:34]=1)[CH2:8][NH:9][CH2:15][C:16]1[C:17]([N:23]([CH2:24][CH:25]2[CH2:26][CH2:27]2)[CH2:28][CH:29]2[CH2:31][CH2:30]2)=[N:18][C:19]([F:22])=[CH:20][CH:21]=1. (2) Given the reactants [NH2:1][C:2]1[N:11]=[C:10]([C:12]([N:14]2[CH2:22][C:21]3[C:16](=[CH:17][CH:18]=[CH:19][CH:20]=3)[CH2:15]2)=[O:13])[C:9]2[C:4](=[CH:5][CH:6]=[C:7]([C:23]([CH3:28])([CH3:27])[C:24]([OH:26])=O)[CH:8]=2)[N:3]=1.[C:29]([NH2:33])([CH3:32])([CH3:31])[CH3:30], predict the reaction product. The product is: [NH2:1][C:2]1[N:11]=[C:10]([C:12]([N:14]2[CH2:15][C:16]3[C:21](=[CH:20][CH:19]=[CH:18][CH:17]=3)[CH2:22]2)=[O:13])[C:9]2[C:4](=[CH:5][CH:6]=[C:7]([C:23]([CH3:27])([CH3:28])[C:24]([NH:33][C:29]([CH3:32])([CH3:31])[CH3:30])=[O:26])[CH:8]=2)[N:3]=1. (3) Given the reactants [Cl:1][C:2]1[C:10]([O:11][CH3:12])=[CH:9][CH:8]=[C:7]2[C:3]=1[CH:4]([OH:23])[N:5]([C:14]([CH3:22])([C:16]1[CH:21]=[CH:20][CH:19]=[CH:18][CH:17]=1)[CH3:15])[C:6]2=[O:13].CN(CCN(C)C)C.[I:32]I, predict the reaction product. The product is: [Cl:1][C:2]1[C:10]([O:11][CH3:12])=[CH:9][C:8]([I:32])=[C:7]2[C:3]=1[CH:4]([OH:23])[N:5]([C:14]([CH3:15])([C:16]1[CH:17]=[CH:18][CH:19]=[CH:20][CH:21]=1)[CH3:22])[C:6]2=[O:13]. (4) Given the reactants [Cl:1][C:2]1[C:3]([CH:13](OC)[O:14]C)=[CH:4][C:5]([CH2:8][CH2:9][CH2:10][O:11][CH3:12])=[N:6][CH:7]=1.CCOC(C)=O.[OH-].[Na+], predict the reaction product. The product is: [Cl:1][C:2]1[C:3]([CH:13]=[O:14])=[CH:4][C:5]([CH2:8][CH2:9][CH2:10][O:11][CH3:12])=[N:6][CH:7]=1.